From a dataset of Reaction yield outcomes from USPTO patents with 853,638 reactions. Predict the reaction yield, written as a fraction of the theoretical maximum amount of product (1.0 means a 100% yield; for example, 0.34 means a 34% yield). (1) The reactants are [NH:1]1[CH2:6][CH2:5]N[CH2:3][CH2:2]1.[NH2:7][C:8]1([NH2:29])[NH:17][C:16](=O)[C:15]2[C:10](=[N:11][CH:12]=[C:13]([C:19]3[CH:24]=[CH:23][C:22]([O:25][CH3:26])=[C:21]([O:27][CH3:28])[CH:20]=3)[N:14]=2)[NH:9]1.C[Si](C)(C)N[Si](C)(C)C.S([O-])([O-])(=O)=O.[NH4+].[NH4+].C1(C)C=CC(S(O)(=O)=O)=CC=1. The catalyst is N1C=CC=CC=1.CO. The product is [NH2:29][C:8]1[N:7]=[C:16]([N:17]2[CH2:5][CH2:6][NH:1][CH2:2][CH2:3]2)[C:15]2[C:10](=[N:11][CH:12]=[C:13]([C:19]3[CH:24]=[CH:23][C:22]([O:25][CH3:26])=[C:21]([O:27][CH3:28])[CH:20]=3)[N:14]=2)[N:9]=1. The yield is 0.420. (2) The reactants are [S-:1][C:2]#[N:3].[Na+].BrBr.[NH2:7][C:8]1[C:15]([O:16][CH3:17])=[CH:14][CH:13]=[CH:12][C:9]=1[C:10]#[N:11]. The catalyst is CO. The product is [NH2:7][C:8]1[C:15]([O:16][CH3:17])=[CH:14][C:13]([S:1][C:2]#[N:3])=[CH:12][C:9]=1[C:10]#[N:11]. The yield is 0.840. (3) The reactants are [N+:1]([C:4]1[CH:5]=[C:6]([CH:10]=[C:11]([C:13]2[O:14][CH:15]=[CH:16][N:17]=2)[CH:12]=1)[C:7]([OH:9])=[O:8])([O-])=O.[H][H]. The catalyst is CO.C1COCC1.[Pd]. The product is [NH2:1][C:4]1[CH:5]=[C:6]([CH:10]=[C:11]([C:13]2[O:14][CH:15]=[CH:16][N:17]=2)[CH:12]=1)[C:7]([OH:9])=[O:8]. The yield is 0.920. (4) The reactants are [CH3:1][C:2]1[CH:7]=[CH:6][C:5]([S:8]([NH:11][C:12]2[CH:17]=[CH:16][C:15]([O:18][C:19]3[CH:24]=[CH:23][CH:22]=[C:21]([N+:25]([O-:27])=[O:26])[CH:20]=3)=[CH:14][N:13]=2)(=[O:10])=[O:9])=[CH:4][CH:3]=1.C(N(CC)C(C)C)(C)C.CN(C)C=O.I[CH2:43][C:44]([NH2:46])=[O:45]. The catalyst is O. The product is [CH3:1][C:2]1[CH:7]=[CH:6][C:5]([S:8]([N:11]=[C:12]2[CH:17]=[CH:16][C:15]([O:18][C:19]3[CH:24]=[CH:23][CH:22]=[C:21]([N+:25]([O-:27])=[O:26])[CH:20]=3)=[CH:14][N:13]2[CH2:43][C:44]([NH2:46])=[O:45])(=[O:9])=[O:10])=[CH:4][CH:3]=1. The yield is 0.990. (5) The reactants are [Cl:1][C:2]1[C:17]([C:18]([F:21])([F:20])[F:19])=[CH:16][CH:15]=[CH:14][C:3]=1[CH2:4][N:5]1[C@@H:10]([CH3:11])[CH2:9][NH:8][C:7](=S)[C:6]1=[O:13].[C:22]([NH:30][NH2:31])(=O)[C:23]1[CH:28]=[CH:27][CH:26]=[N:25][CH:24]=1. The catalyst is C(O)CCC. The product is [Cl:1][C:2]1[C:17]([C:18]([F:21])([F:20])[F:19])=[CH:16][CH:15]=[CH:14][C:3]=1[CH2:4][N:5]1[C@@H:10]([CH3:11])[CH2:9][N:8]2[C:22]([C:23]3[CH:24]=[N:25][CH:26]=[CH:27][CH:28]=3)=[N:30][N:31]=[C:7]2[C:6]1=[O:13]. The yield is 0.780. (6) The reactants are C[Si](Cl)(C)C.Cl[C:7]([F:18])([F:17])[C:8]([C:10]1[CH:15]=[CH:14][CH:13]=[CH:12][C:11]=1[CH3:16])=[O:9].[I:19]I.O. The catalyst is C(#N)C.[Zn]. The product is [F:17][C:7]([F:18])([I:19])[C:8]([C:10]1[CH:15]=[CH:14][CH:13]=[CH:12][C:11]=1[CH3:16])=[O:9]. The yield is 0.460.